From a dataset of Reaction yield outcomes from USPTO patents with 853,638 reactions. Predict the reaction yield, written as a fraction of the theoretical maximum amount of product (1.0 means a 100% yield; for example, 0.34 means a 34% yield). The catalyst is C(#N)C.O1CCOCC1. The yield is 0.270. The reactants are [F:1][C:2]1[C:3]([NH:27][C:28]2[CH:33]=[CH:32][C:31]([I:34])=[CH:30][C:29]=2[F:35])=[C:4]([C:9]([N:11]2[CH2:14][C:13]([CH2:16][N:17]([CH2:25][CH3:26])C(=O)OC(C)(C)C)([F:15])[CH2:12]2)=[O:10])[CH:5]=[CH:6][C:7]=1[F:8].Cl. The product is [CH2:25]([NH:17][CH2:16][C:13]1([F:15])[CH2:14][N:11]([C:9]([C:4]2[C:3]([NH:27][C:28]3[CH:33]=[CH:32][C:31]([I:34])=[CH:30][C:29]=3[F:35])=[C:2]([F:1])[C:7]([F:8])=[CH:6][CH:5]=2)=[O:10])[CH2:12]1)[CH3:26].